Dataset: Forward reaction prediction with 1.9M reactions from USPTO patents (1976-2016). Task: Predict the product of the given reaction. (1) Given the reactants [CH2:1]([O:3][C:4]([C:6]1[NH:7][C:8]2[C:13]([CH:14]=1)=[CH:12][CH:11]=[C:10](B1OC(C)(C)C(C)(C)O1)[CH:9]=2)=[O:5])[CH3:2].[OH-:24].[Na+].OO.Cl, predict the reaction product. The product is: [CH2:1]([O:3][C:4]([C:6]1[NH:7][C:8]2[C:13]([CH:14]=1)=[CH:12][CH:11]=[C:10]([OH:24])[CH:9]=2)=[O:5])[CH3:2]. (2) The product is: [C:23]([CH:22]([CH:21]([C:27]([OH:29])=[O:28])[OH:30])[OH:26])([OH:25])=[O:24].[CH3:48][N:32]([CH3:31])[CH2:33][C@H:34]([CH3:47])[C@@:35]([C:39]1[CH:44]=[CH:43][CH:42]=[C:41]([O:45][CH3:46])[CH:40]=1)([OH:38])[CH2:36][CH3:37]. Given the reactants B(O)(O)[C@H]1N(C([C@@H](N)C(C)C)=O)CCC1.CS(O)(=O)=O.[C@H:21]([OH:30])([C:27]([OH:29])=[O:28])[C@@H:22]([OH:26])[C:23]([OH:25])=[O:24].[CH3:31][N:32]([CH3:48])[CH2:33][C@H:34]([CH3:47])[C@@:35]([C:39]1[CH:44]=[CH:43][CH:42]=[C:41]([O:45][CH3:46])[CH:40]=1)([OH:38])[CH2:36][CH3:37].C(O)(=O)C(C(C(O)=O)O)O, predict the reaction product. (3) Given the reactants [I:1][C:2]1[CH:10]=[C:6]([C:7](O)=O)[C:5]([NH2:11])=[CH:4][CH:3]=1.C(O)(=O)C.[CH:16]([NH2:18])=N.C(Cl)(=O)C([Cl:22])=O.CN(C=O)C, predict the reaction product. The product is: [Cl:22][C:7]1[C:6]2[C:5](=[CH:4][CH:3]=[C:2]([I:1])[CH:10]=2)[N:11]=[CH:16][N:18]=1. (4) Given the reactants [CH3:1][O:2][C:3]([C@@H:5]([N:13]1[CH2:21][C:17]2[CH:18]=[CH:19][S:20][C:16]=2[CH2:15][CH2:14]1)[C:6]1[CH:7]=[CH:8][CH:9]=[CH:10][C:11]=1[Cl:12])=[O:4].CO.[OH:24][S:25]([OH:28])(=[O:27])=[O:26], predict the reaction product. The product is: [CH3:1][O:2][C:3]([C@@H:5]([N:13]1[CH2:21][C:17]2[CH:18]=[CH:19][S:20][C:16]=2[CH2:15][CH2:14]1)[C:6]1[C:11]([Cl:12])=[CH:10][CH:9]=[CH:8][CH:7]=1)=[O:4].[OH:27][S:25]([OH:28])(=[O:26])=[O:24]. (5) Given the reactants [CH2:1]([O:8][CH2:9][CH2:10][O:11][C:12]1[CH:17]=[CH:16][C:15]([NH:18][C:19](=[O:29])[CH2:20][C:21]2[CH:26]=[CH:25][C:24](Br)=[CH:23][C:22]=2[F:28])=[CH:14][C:13]=1[C:30]([F:33])([F:32])[F:31])[C:2]1[CH:7]=[CH:6][CH:5]=[CH:4][CH:3]=1.[CH2:34]([O:36][C:37]1[C:38]([O:52][CH2:53][C:54]2[CH:59]=[CH:58][C:57]([O:60][CH3:61])=[CH:56][CH:55]=2)=[N:39][CH:40]=[C:41](B2OC(C)(C)C(C)(C)O2)[CH:42]=1)[CH3:35].C([O-])([O-])=O.[Cs+].[Cs+], predict the reaction product. The product is: [CH2:1]([O:8][CH2:9][CH2:10][O:11][C:12]1[CH:17]=[CH:16][C:15]([NH:18][C:19](=[O:29])[CH2:20][C:21]2[CH:26]=[CH:25][C:24]([C:41]3[CH:40]=[N:39][C:38]([O:52][CH2:53][C:54]4[CH:55]=[CH:56][C:57]([O:60][CH3:61])=[CH:58][CH:59]=4)=[C:37]([O:36][CH2:34][CH3:35])[CH:42]=3)=[CH:23][C:22]=2[F:28])=[CH:14][C:13]=1[C:30]([F:33])([F:32])[F:31])[C:2]1[CH:7]=[CH:6][CH:5]=[CH:4][CH:3]=1. (6) The product is: [CH:11]1([N:10]2[C:4]3[CH:3]=[C:2]([NH:30][C:28]4[CH:27]=[CH:26][N:25]=[C:24]([N:21]5[CH2:20][CH2:19][CH:18]([O:17][CH3:16])[CH2:23][CH2:22]5)[N:29]=4)[N:7]=[CH:6][C:5]=3[CH:8]=[CH:9]2)[CH2:15][CH2:14][CH2:13][CH2:12]1. Given the reactants Cl[C:2]1[N:7]=[CH:6][C:5]2[CH:8]=[CH:9][N:10]([CH:11]3[CH2:15][CH2:14][CH2:13][CH2:12]3)[C:4]=2[CH:3]=1.[CH3:16][O:17][CH:18]1[CH2:23][CH2:22][N:21]([C:24]2[N:29]=[C:28]([NH2:30])[CH:27]=[CH:26][N:25]=2)[CH2:20][CH2:19]1.CC(C1C=C(C(C)C)C(C2C=CC=CC=2P(C2CCCCC2)C2CCCCC2)=C(C(C)C)C=1)C.C([O-])([O-])=O.[Cs+].[Cs+], predict the reaction product. (7) Given the reactants O=[C:2]1[CH:7]=[CH:6][CH:5]=[CH:4][CH:3]1[C@H:8]1[CH2:12][O:11][CH2:10][N:9]1[C:13](=[O:26])[CH2:14][CH2:15][CH2:16][C:17]([C:19]1[CH:24]=[CH:23][C:22]([F:25])=[CH:21][CH:20]=1)=[O:18].[O:27]=C[C@@H]([C@H]([C@@H]([C@@H](CO)O)O)O)O.P([O-])([O-])([O-])=O.[K+].[K+].[K+].S([O-])([O-])(=O)=O.[Mg+2].[OH-].[Na+], predict the reaction product. The product is: [F:25][C:22]1[CH:23]=[CH:24][C:19]([C@@H:17]([OH:18])[CH2:16][CH2:15][CH2:14][C:13]([N:9]2[C@@H:8]([C:3]3[CH:4]=[CH:5][CH:6]=[CH:7][CH:2]=3)[CH2:12][O:11][C:10]2=[O:27])=[O:26])=[CH:20][CH:21]=1.